This data is from CYP2D6 inhibition data for predicting drug metabolism from PubChem BioAssay. The task is: Regression/Classification. Given a drug SMILES string, predict its absorption, distribution, metabolism, or excretion properties. Task type varies by dataset: regression for continuous measurements (e.g., permeability, clearance, half-life) or binary classification for categorical outcomes (e.g., BBB penetration, CYP inhibition). Dataset: cyp2d6_veith. (1) The compound is CNc1oc(C)nc1S(=O)(=O)c1ccc(C)cc1. The result is 0 (non-inhibitor). (2) The compound is CCCN(c1nc(C)cc(OC)n1)S(=O)(=O)c1ccccc1. The result is 0 (non-inhibitor). (3) The compound is Cc1cnc(C(=O)OCC(=O)N(C(C)C)C(C)C)cn1. The result is 0 (non-inhibitor). (4) The compound is COc1ccccc1CNc1cc(-c2ccccc2CN(C)C)ncn1. The result is 1 (inhibitor). (5) The compound is CC1(C)C2([N+](=O)[O-])CN3CC1([N+](=O)[O-])CN(C2)C3c1ccccc1. The result is 0 (non-inhibitor).